This data is from Merck oncology drug combination screen with 23,052 pairs across 39 cell lines. The task is: Regression. Given two drug SMILES strings and cell line genomic features, predict the synergy score measuring deviation from expected non-interaction effect. (1) Cell line: MSTO. Synergy scores: synergy=27.5. Drug 2: COC1CC2CCC(C)C(O)(O2)C(=O)C(=O)N2CCCCC2C(=O)OC(C(C)CC2CCC(OP(C)(C)=O)C(OC)C2)CC(=O)C(C)C=C(C)C(O)C(OC)C(=O)C(C)CC(C)C=CC=CC=C1C. Drug 1: C=CCn1c(=O)c2cnc(Nc3ccc(N4CCN(C)CC4)cc3)nc2n1-c1cccc(C(C)(C)O)n1. (2) Drug 1: NC1(c2ccc(-c3nc4ccn5c(=O)[nH]nc5c4cc3-c3ccccc3)cc2)CCC1. Drug 2: CNC(=O)c1cc(Oc2ccc(NC(=O)Nc3ccc(Cl)c(C(F)(F)F)c3)cc2)ccn1. Synergy scores: synergy=-1.51. Cell line: LNCAP. (3) Drug 1: O=S1(=O)NC2(CN1CC(F)(F)F)C1CCC2Cc2cc(C=CCN3CCC(C(F)(F)F)CC3)ccc2C1. Drug 2: NC(=O)c1cccc2cn(-c3ccc(C4CCCNC4)cc3)nc12. Cell line: SW837. Synergy scores: synergy=15.5. (4) Drug 1: N.N.O=C(O)C1(C(=O)O)CCC1.[Pt]. Drug 2: CS(=O)(=O)CCNCc1ccc(-c2ccc3ncnc(Nc4ccc(OCc5cccc(F)c5)c(Cl)c4)c3c2)o1. Cell line: NCIH2122. Synergy scores: synergy=-4.70. (5) Drug 1: CCC1(O)CC2CN(CCc3c([nH]c4ccccc34)C(C(=O)OC)(c3cc4c(cc3OC)N(C)C3C(O)(C(=O)OC)C(OC(C)=O)C5(CC)C=CCN6CCC43C65)C2)C1. Drug 2: N#Cc1ccc(Cn2cncc2CN2CCN(c3cccc(Cl)c3)C(=O)C2)cc1. Cell line: ES2. Synergy scores: synergy=42.8.